This data is from Full USPTO retrosynthesis dataset with 1.9M reactions from patents (1976-2016). The task is: Predict the reactants needed to synthesize the given product. (1) Given the product [Br:1][C:2]1[CH:10]=[C:9]2[C:5]([CH:6]=[N:7][NH:8]2)=[C:4]([F:12])[CH:3]=1, predict the reactants needed to synthesize it. The reactants are: [Br:1][C:2]1[CH:10]=[C:9]2[C:5]([C:6](N)=[N:7][NH:8]2)=[C:4]([F:12])[CH:3]=1.O[PH2]=O.N(OCCC(C)C)=O. (2) Given the product [CH3:16][C@H:3]([CH2:2][N:29]1[CH:24]2[CH2:25][CH2:26][CH:27]1[CH2:28][CH:22]([CH2:17][CH2:18][CH2:19][CH2:20][CH3:21])[CH2:23]2)[CH2:4][N:5]1[C:10]2[CH:11]=[CH:12][CH:13]=[CH:14][C:9]=2[O:8][CH2:7][C:6]1=[O:15], predict the reactants needed to synthesize it. The reactants are: I[CH2:2][C@@H:3]([CH3:16])[CH2:4][N:5]1[C:10]2[CH:11]=[CH:12][CH:13]=[CH:14][C:9]=2[O:8][CH2:7][C:6]1=[O:15].[CH2:17]([CH:22]1[CH2:28][CH:27]2[NH:29][CH:24]([CH2:25][CH2:26]2)[CH2:23]1)[CH2:18][CH2:19][CH2:20][CH3:21]. (3) Given the product [F:20][C:10]([F:21])=[CH:11][CH2:12][CH2:13][C:14]1[CH:19]=[CH:18][CH:17]=[CH:16][CH:15]=1, predict the reactants needed to synthesize it. The reactants are: C1(S([C:10]([F:21])([F:20])[CH2:11][CH2:12][CH2:13][C:14]2[CH:19]=[CH:18][CH:17]=[CH:16][CH:15]=2)(=O)=O)C=CC=CC=1.CC([O-])(C)C.[K+]. (4) Given the product [Cl:16][C:17]1[CH:38]=[CH:37][C:20]([CH2:21][N:22]2[C:27](=[O:28])[C:26]([C:29]3[CH:34]=[CH:33][C:32]([O:35][C:2]4[C:11]5[C:6](=[CH:7][C:8]([O:14][CH3:15])=[C:9]([O:12][CH3:13])[CH:10]=5)[N:5]=[CH:4][CH:3]=4)=[C:31]([F:36])[CH:30]=3)=[CH:25][N:24]=[CH:23]2)=[C:19]([F:39])[CH:18]=1, predict the reactants needed to synthesize it. The reactants are: Cl[C:2]1[C:11]2[C:6](=[CH:7][C:8]([O:14][CH3:15])=[C:9]([O:12][CH3:13])[CH:10]=2)[N:5]=[CH:4][CH:3]=1.[Cl:16][C:17]1[CH:38]=[CH:37][C:20]([CH2:21][N:22]2[C:27](=[O:28])[C:26]([C:29]3[CH:34]=[CH:33][C:32]([OH:35])=[C:31]([F:36])[CH:30]=3)=[CH:25][N:24]=[CH:23]2)=[C:19]([F:39])[CH:18]=1. (5) Given the product [CH3:1][O:2][C:3]([C:5]1([C:9]2[CH:14]=[CH:13][C:12]([NH:15][C:16]3[CH:21]=[C:20]([C:22]4[CH:27]=[CH:26][CH:25]=[CH:24][CH:23]=4)[N:19]=[C:18]([C:35]4[CH:36]=[CH:37][C:32]([C:29](=[O:31])[CH3:30])=[CH:33][CH:34]=4)[N:17]=3)=[CH:11][CH:10]=2)[CH2:8][CH2:7][CH2:6]1)=[O:4], predict the reactants needed to synthesize it. The reactants are: [CH3:1][O:2][C:3]([C:5]1([C:9]2[CH:14]=[CH:13][C:12]([NH:15][C:16]3[CH:21]=[C:20]([C:22]4[CH:27]=[CH:26][CH:25]=[CH:24][CH:23]=4)[N:19]=[C:18](Cl)[N:17]=3)=[CH:11][CH:10]=2)[CH2:8][CH2:7][CH2:6]1)=[O:4].[C:29]([C:32]1[CH:37]=[CH:36][C:35](B(O)O)=[CH:34][CH:33]=1)(=[O:31])[CH3:30].C1(B(O)O)C=CC=CC=1.